The task is: Predict the reactants needed to synthesize the given product.. This data is from Full USPTO retrosynthesis dataset with 1.9M reactions from patents (1976-2016). (1) Given the product [Cl:8][C:4]1[CH:5]=[CH:6][CH:7]=[C:2]([Cl:1])[C:3]=1[C:9]1[C:13]([CH2:14][O:15][C:16]2[CH:17]=[C:18]3[C:22](=[CH:23][CH:24]=2)[N:21]([C:25]([N:27]2[CH2:31][CH2:30][C@H:29]([C:32]([OH:34])=[O:33])[CH2:28]2)=[O:26])[CH:20]=[CH:19]3)=[C:12]([CH:36]([CH3:38])[CH3:37])[O:11][N:10]=1, predict the reactants needed to synthesize it. The reactants are: [Cl:1][C:2]1[CH:7]=[CH:6][CH:5]=[C:4]([Cl:8])[C:3]=1[C:9]1[C:13]([CH2:14][O:15][C:16]2[CH:17]=[C:18]3[C:22](=[CH:23][CH:24]=2)[N:21]([C:25]([N:27]2[CH2:31][CH2:30][C@H:29]([C:32]([O:34]C)=[O:33])[CH2:28]2)=[O:26])[CH:20]=[CH:19]3)=[C:12]([CH:36]([CH3:38])[CH3:37])[O:11][N:10]=1.[OH-].[Na+]. (2) The reactants are: [Cl:1][C:2]1[CH:3]=[N:4][C:5](F)=[C:6]([F:8])[CH:7]=1.O.[NH2:11][NH2:12]. Given the product [NH:11]([C:5]1[C:6]([F:8])=[CH:7][C:2]([Cl:1])=[CH:3][N:4]=1)[NH2:12], predict the reactants needed to synthesize it.